The task is: Predict the reaction yield, written as a fraction of the theoretical maximum amount of product (1.0 means a 100% yield; for example, 0.34 means a 34% yield).. This data is from Reaction yield outcomes from USPTO patents with 853,638 reactions. (1) The reactants are Cl.[NH2:2][C@@H:3]1[C:11]2[C:6](=[C:7]([C:12]3[S:16][C:15]([C:17]4[CH:18]=[CH:19][C:20]([O:25][CH:26]([CH3:28])[CH3:27])=[C:21]([CH:24]=4)[C:22]#[N:23])=[N:14][N:13]=3)[CH:8]=[CH:9][CH:10]=2)[CH2:5][CH2:4]1.[NH:29]1[CH:33]=[CH:32][N:31]=[C:30]1[CH:34]=O.[BH4-].[Na+]. The catalyst is CO.C(O)(=O)C. The product is [NH:29]1[CH:33]=[CH:32][N:31]=[C:30]1[CH2:34][NH:2][C@@H:3]1[C:11]2[C:6](=[C:7]([C:12]3[S:16][C:15]([C:17]4[CH:18]=[CH:19][C:20]([O:25][CH:26]([CH3:28])[CH3:27])=[C:21]([CH:24]=4)[C:22]#[N:23])=[N:14][N:13]=3)[CH:8]=[CH:9][CH:10]=2)[CH2:5][CH2:4]1. The yield is 0.810. (2) The reactants are [CH3:1][O:2][C:3](=[O:32])[C@H:4]([NH:21][C:22]([O:24][CH2:25][C:26]1[CH:31]=[CH:30][CH:29]=[CH:28][CH:27]=1)=[O:23])[CH2:5][C:6]1[C:7]([CH2:16][O:17]C(=O)C)=[C:8]2[C:12](=[C:13]([Cl:15])[CH:14]=1)[NH:11][N:10]=[CH:9]2.COC(=O)[C@H](NC(OCC1C=CC=CC=1)=O)CC1C=CC(NC(OC(C)(C)C)=O)=C(C)C=1CO. The yield is 0.950. The product is [CH3:1][O:2][C:3](=[O:32])[C@H:4]([NH:21][C:22]([O:24][CH2:25][C:26]1[CH:27]=[CH:28][CH:29]=[CH:30][CH:31]=1)=[O:23])[CH2:5][C:6]1[C:7]([CH2:16][OH:17])=[C:8]2[C:12](=[C:13]([Cl:15])[CH:14]=1)[NH:11][N:10]=[CH:9]2. No catalyst specified. (3) The reactants are Cl[C:2]1[CH:7]=[CH:6][N:5]=[CH:4][C:3]=1[N+:8]([O-:10])=[O:9].[CH3:11][C:12]([O:15][C:16]([NH:18][CH:19]1[CH2:24][NH:23][CH2:22][CH2:21][CH2:20]1)=[O:17])([CH3:14])[CH3:13].C(N(C(C)C)CC)(C)C. No catalyst specified. The product is [N+:8]([C:3]1[CH:4]=[N:5][CH:6]=[CH:7][C:2]=1[N:23]1[CH2:22][CH2:21][CH2:20][CH:19]([NH:18][C:16](=[O:17])[O:15][C:12]([CH3:13])([CH3:11])[CH3:14])[CH2:24]1)([O-:10])=[O:9]. The yield is 0.890. (4) The reactants are [I:1]N1C(=O)CCC1=O.[CH3:9][O:10][C:11]([C:13]1[C:14]([NH:23][C:24]2[CH:29]=[CH:28][C:27]([CH3:30])=[CH:26][C:25]=2[F:31])=[C:15]([F:22])[C:16]2[N:17]([CH:19]=[CH:20][N:21]=2)[CH:18]=1)=[O:12]. The catalyst is C(#N)C.C(OCC)(=O)C. The product is [CH3:9][O:10][C:11]([C:13]1[C:14]([NH:23][C:24]2[CH:29]=[CH:28][C:27]([CH3:30])=[CH:26][C:25]=2[F:31])=[C:15]([F:22])[C:16]2[N:17]([C:19]([I:1])=[CH:20][N:21]=2)[CH:18]=1)=[O:12]. The yield is 1.00.